This data is from Peptide-MHC class II binding affinity with 134,281 pairs from IEDB. The task is: Regression. Given a peptide amino acid sequence and an MHC pseudo amino acid sequence, predict their binding affinity value. This is MHC class II binding data. (1) The peptide sequence is LWQLNGRLEYCLKDR. The MHC is DRB1_0404 with pseudo-sequence DRB1_0404. The binding affinity (normalized) is 0.160. (2) The peptide sequence is VKEIPPRLLYAKSSP. The MHC is HLA-DPA10103-DPB10301 with pseudo-sequence HLA-DPA10103-DPB10301. The binding affinity (normalized) is 0.0750. (3) The peptide sequence is EHAFYLDWAVHSFRI. The MHC is DRB1_1101 with pseudo-sequence DRB1_1101. The binding affinity (normalized) is 0.416. (4) The peptide sequence is LVPEDPEDSALL. The MHC is HLA-DQA10301-DQB10302 with pseudo-sequence HLA-DQA10301-DQB10302. The binding affinity (normalized) is 0.587. (5) The peptide sequence is APWLDLVRKLGVLAG. The MHC is HLA-DQA10201-DQB10202 with pseudo-sequence HLA-DQA10201-DQB10202. The binding affinity (normalized) is 0.0514. (6) The peptide sequence is KSTQQKSVLRVGTLS. The MHC is DRB1_0101 with pseudo-sequence DRB1_0101. The binding affinity (normalized) is 0.479.